From a dataset of Full USPTO retrosynthesis dataset with 1.9M reactions from patents (1976-2016). Predict the reactants needed to synthesize the given product. (1) Given the product [C:51]([OH:58])(=[O:57])/[CH:52]=[CH:53]/[C:54]([OH:56])=[O:55].[CH3:54][O:55][C:39]1[C:38]([O:37][CH3:36])=[C:45]([O:46][CH3:47])[CH:44]=[C:43]2[C:40]=1[CH2:41][CH:42]2[CH2:48][NH:49][CH2:50][CH2:17][C:18]([N:20]1[CH2:26][CH2:25][C:24]2[CH:27]=[C:28]([O:33][CH3:34])[C:29]([O:31][CH3:32])=[CH:30][C:23]=2[CH2:22][CH2:21]1)=[O:19].[CH3:36][O:37][C:5]1[C:4]([O:3][CH3:2])=[C:11]([O:12][CH3:13])[CH:10]=[C:9]2[C:6]=1[CH2:7][CH:8]2[CH2:14][NH:15][CH2:16][CH2:17][C:18](=[O:19])[N:20]1[CH2:21][CH2:22][C:23]2[CH:30]=[C:29]([O:31][CH3:32])[C:28]([O:33][CH3:34])=[CH:27][C:24]=2[CH2:25][CH2:26]1, predict the reactants needed to synthesize it. The reactants are: Cl.[CH3:2][O:3][C:4]1[CH:5]=[C:6]2[C:9](=[CH:10][C:11]=1[O:12][CH3:13])[CH:8]([CH2:14][N:15](C)[CH2:16][CH2:17][C:18]([N:20]1[CH2:26][CH2:25][C:24]3[CH:27]=[C:28]([O:33][CH3:34])[C:29]([O:31][CH3:32])=[CH:30][C:23]=3[CH2:22][CH2:21]1)=[O:19])[CH2:7]2.[CH3:36][O:37][C:38]1[CH:39]=[C:40]2[C:43](=[CH:44][C:45]=1[O:46][CH3:47])[CH:42]([CH2:48][NH:49][CH3:50])[CH2:41]2.[C:51]([OH:58])(=[O:57])/[CH:52]=[CH:53]/[C:54]([OH:56])=[O:55]. (2) Given the product [CH2:9]([O:11][C:12](=[O:40])[C:13]([O:32][C:33]1[CH:38]=[CH:37][CH:36]=[CH:35][C:34]=1[F:39])([CH3:31])[CH2:14][C:15]1[CH:20]=[CH:19][C:18]([O:21][CH2:22][CH2:23][CH:24]2[CH2:28][N:27]([CH2:1][C:2]3[CH:7]=[CH:6][CH:5]=[CH:4][CH:3]=3)[C:26](=[O:29])[N:25]2[CH3:30])=[CH:17][CH:16]=1)[CH3:10], predict the reactants needed to synthesize it. The reactants are: [CH2:1](Br)[C:2]1[CH:7]=[CH:6][CH:5]=[CH:4][CH:3]=1.[CH2:9]([O:11][C:12](=[O:40])[C:13]([O:32][C:33]1[CH:38]=[CH:37][CH:36]=[CH:35][C:34]=1[F:39])([CH3:31])[CH2:14][C:15]1[CH:20]=[CH:19][C:18]([O:21][CH2:22][CH2:23][CH:24]2[CH2:28][NH:27][C:26](=[O:29])[N:25]2[CH3:30])=[CH:17][CH:16]=1)[CH3:10].[H-].[Na+]. (3) Given the product [C:41]([NH:1][C@@H:2]1[C:13](=[O:14])[O:12][C@H:11]([C:15]2[CH:20]=[CH:19][CH:18]=[CH:17][CH:16]=2)[CH2:10][NH:9][C:8](=[O:21])[C@H:7]([CH2:22][C:23]([NH:25][CH2:26][C:27]2[CH:32]=[CH:31][C:30]([Cl:33])=[CH:29][CH:28]=2)=[O:24])[CH2:6][CH:5]=[CH:4][CH2:3]1)(=[O:43])[CH3:42], predict the reactants needed to synthesize it. The reactants are: [NH2:1][C@@H:2]1[C:13](=[O:14])[O:12][C@H:11]([C:15]2[CH:20]=[CH:19][CH:18]=[CH:17][CH:16]=2)[CH2:10][NH:9][C:8](=[O:21])[C@H:7]([CH2:22][C:23]([NH:25][CH2:26][C:27]2[CH:32]=[CH:31][C:30]([Cl:33])=[CH:29][CH:28]=2)=[O:24])[CH2:6][CH:5]=[CH:4][CH2:3]1.CCN(CC)CC.[C:41](OC(=O)C)(=[O:43])[CH3:42]. (4) Given the product [F:1][C:2]1[CH:7]=[CH:6][C:5]([CH2:8][C:9]2[CH:18]=[C:17]3[C:12]([C:13]([OH:26])=[C:14]([C:21]([NH:33][CH2:32][C:28]4[S:27][CH:31]=[CH:30][N:29]=4)=[O:23])[C:15](=[O:20])[N:16]3[CH3:19])=[N:11][CH:10]=2)=[CH:4][CH:3]=1, predict the reactants needed to synthesize it. The reactants are: [F:1][C:2]1[CH:7]=[CH:6][C:5]([CH2:8][C:9]2[CH:18]=[C:17]3[C:12]([C:13]([OH:26])=[C:14]([C:21]([O:23]CC)=O)[C:15](=[O:20])[N:16]3[CH3:19])=[N:11][CH:10]=2)=[CH:4][CH:3]=1.[S:27]1[CH:31]=[CH:30][N:29]=[C:28]1[CH2:32][NH2:33]. (5) Given the product [O:1]=[C:2]1[N:6](/[CH:7]=[CH:8]/[C:9]([O:11][CH3:12])=[O:10])[N:5]=[N:4][N:3]1[CH:14]1[CH2:19][CH2:18][O:17][CH2:16][CH2:15]1, predict the reactants needed to synthesize it. The reactants are: [O:1]=[C:2]1[N:6](/[CH:7]=[CH:8]/[C:9]([O:11][CH3:12])=[O:10])[N:5]=[N:4][NH:3]1.I[CH:14]1[CH2:19][CH2:18][O:17][CH2:16][CH2:15]1.CCN(C(C)C)C(C)C. (6) Given the product [OH:8][C:9]1[CH:10]=[CH:11][C:12]([C@@H:20]([OH:44])[CH2:21][NH:22][CH2:23][CH2:24][C:25]2[CH:30]=[CH:29][C:28]([O:31][C:32]3[CH:33]=[C:34]([C:38]4[CH:39]=[CH:40][CH:41]=[CH:42][CH:43]=4)[CH:35]=[CH:36][CH:37]=3)=[CH:27][CH:26]=2)=[C:13]2[C:18]=1[NH:17][C:16](=[O:19])[CH:15]=[CH:14]2, predict the reactants needed to synthesize it. The reactants are: C([O:8][C:9]1[CH:10]=[CH:11][C:12]([C@@H:20]([OH:44])[CH2:21][NH:22][CH2:23][CH2:24][C:25]2[CH:30]=[CH:29][C:28]([O:31][C:32]3[CH:33]=[C:34]([C:38]4[CH:43]=[CH:42][CH:41]=[CH:40][CH:39]=4)[CH:35]=[CH:36][CH:37]=3)=[CH:27][CH:26]=2)=[C:13]2[C:18]=1[NH:17][C:16](=[O:19])[CH:15]=[CH:14]2)C1C=CC=CC=1.C(O)(=O)C.